From a dataset of Retrosynthesis with 50K atom-mapped reactions and 10 reaction types from USPTO. Predict the reactants needed to synthesize the given product. (1) Given the product CC(C)(C)OC(=O)N1CCc2ccc(NC(=O)c3sccc3NCc3ccnc4ccccc34)cc21, predict the reactants needed to synthesize it. The reactants are: CC(C)(C)OC(=O)N1CCc2ccc(N)cc21.O=C(O)c1sccc1NCc1ccnc2ccccc12. (2) Given the product CC1=NCN2C1=Cc1cncnc1-c1cccc(C(=O)O)c12, predict the reactants needed to synthesize it. The reactants are: CCOC(=O)c1cccc2c1N1CN=C(C)C1=Cc1cncnc1-2. (3) Given the product O=C(CCCN1CCC(c2ccccc2)(c2ccccc2)C1=O)N1Cc2ccc(C(F)(F)F)cc2C1, predict the reactants needed to synthesize it. The reactants are: FC(F)(F)c1ccc2c(c1)CNC2.O=C(O)CCCN1CCC(c2ccccc2)(c2ccccc2)C1=O. (4) The reactants are: Cc1ccc(-c2ccc3c(c2)C=C(C(=O)Nc2ccc(CCl)cc2)CCO3)cc1.NC1CCCCC1. Given the product Cc1ccc(-c2ccc3c(c2)C=C(C(=O)Nc2ccc(CNC4CCCCC4)cc2)CCO3)cc1, predict the reactants needed to synthesize it. (5) Given the product O=C(O)c1ccc(CNC(=O)c2ccc(S(=O)(=O)n3cc(-c4ccccc4)c4ccccc43)cc2)cc1, predict the reactants needed to synthesize it. The reactants are: NCc1ccc(C(=O)O)cc1.O=C(O)c1ccc(S(=O)(=O)n2cc(-c3ccccc3)c3ccccc32)cc1. (6) The reactants are: Cc1c(C=O)[nH]c2c1C(=O)N(CCN1CCCC1)CCC2.O=C1Cc2cc(F)cc(Br)c2N1. Given the product Cc1c(C=C2C(=O)Nc3c(Br)cc(F)cc32)[nH]c2c1C(=O)N(CCN1CCCC1)CCC2, predict the reactants needed to synthesize it.